Dataset: Peptide-MHC class I binding affinity with 185,985 pairs from IEDB/IMGT. Task: Regression. Given a peptide amino acid sequence and an MHC pseudo amino acid sequence, predict their binding affinity value. This is MHC class I binding data. (1) The peptide sequence is DVSRPTTVL. The MHC is HLA-A02:03 with pseudo-sequence HLA-A02:03. The binding affinity (normalized) is 0. (2) The peptide sequence is AYHPQQFIY. The MHC is HLA-A23:01 with pseudo-sequence HLA-A23:01. The binding affinity (normalized) is 0.238. (3) The peptide sequence is VEIPNRIVF. The MHC is HLA-A26:01 with pseudo-sequence HLA-A26:01. The binding affinity (normalized) is 0.0847. (4) The peptide sequence is AYALDTEVA. The MHC is Patr-A0701 with pseudo-sequence Patr-A0701. The binding affinity (normalized) is 0.155. (5) The peptide sequence is IPDELIDVL. The MHC is HLA-B54:01 with pseudo-sequence HLA-B54:01. The binding affinity (normalized) is 0.130. (6) The peptide sequence is SPVSRSHSF. The MHC is HLA-A69:01 with pseudo-sequence HLA-A69:01. The binding affinity (normalized) is 0.0847. (7) The peptide sequence is WTLVVLLI. The MHC is HLA-B51:01 with pseudo-sequence HLA-B51:01. The binding affinity (normalized) is 0.0959.